This data is from CYP1A2 inhibition data for predicting drug metabolism from PubChem BioAssay. The task is: Regression/Classification. Given a drug SMILES string, predict its absorption, distribution, metabolism, or excretion properties. Task type varies by dataset: regression for continuous measurements (e.g., permeability, clearance, half-life) or binary classification for categorical outcomes (e.g., BBB penetration, CYP inhibition). Dataset: cyp1a2_veith. The molecule is COc1cc(C)ccc1OCCCOc1ccccc1Cl. The result is 1 (inhibitor).